The task is: Predict the product of the given reaction.. This data is from Forward reaction prediction with 1.9M reactions from USPTO patents (1976-2016). (1) The product is: [NH2:33][C:15]1[N:16]=[CH:17][C:18]([C:19]2[CH:20]=[N:21][N:22]([CH2:24][CH2:25][OH:26])[CH:23]=2)=[C:13]2[CH:12]=[C:11]([C:6]3[CH:7]=[CH:8][CH:9]=[C:10]4[C:5]=3[CH:4]=[CH:3][N:2]=[CH:1]4)[O:34][C:14]=12. Given the reactants [CH:1]1[C:10]2[C:5](=[C:6]([C:11]3[O:34][C:14]4=[C:15]([NH2:33])[N:16]=[CH:17][C:18]([C:19]5[CH:20]=[N:21][N:22]([CH2:24][CH2:25][O:26]C6CCCCO6)[CH:23]=5)=[C:13]4[CH:12]=3)[CH:7]=[CH:8][CH:9]=2)[CH:4]=[CH:3][N:2]=1.Cl, predict the reaction product. (2) Given the reactants [CH3:1][O:2][C:3]1[CH:4]=[C:5]([C:9]2(C#N)[CH2:14][CH2:13][N:12]([C:15]3[N:20]=[CH:19][CH:18]=[CH:17][N:16]=3)[CH2:11][CH2:10]2)[CH:6]=[CH:7][CH:8]=1.Cl.[CH3:24]I.[C:26](=[O:29])([O-])[O-:27].[K+].[K+], predict the reaction product. The product is: [CH3:1][O:2][C:3]1[CH:4]=[C:5]([C:9]2([C:26]([O:27][CH3:24])=[O:29])[CH2:10][CH2:11][N:12]([C:15]3[N:16]=[CH:17][CH:18]=[CH:19][N:20]=3)[CH2:13][CH2:14]2)[CH:6]=[CH:7][CH:8]=1. (3) Given the reactants [C:1]([O:5][CH:6]([C:11]1[C:12]([C:21]2[CH:22]=[C:23]3[C:28](=[CH:29][CH:30]=2)[O:27][CH2:26][CH2:25][CH2:24]3)=[C:13]2[CH:20]=[CH:19][NH:18][C:14]2=[N:15][C:16]=1[CH3:17])[C:7]([O:9]C)=[O:8])([CH3:4])([CH3:3])[CH3:2].[F:31][C:32]1[CH:33]=[C:34]([CH:37]=[CH:38][C:39]=1[O:40][CH3:41])[CH2:35]Br, predict the reaction product. The product is: [C:1]([O:5][CH:6]([C:11]1[C:12]([C:21]2[CH:22]=[C:23]3[C:28](=[CH:29][CH:30]=2)[O:27][CH2:26][CH2:25][CH2:24]3)=[C:13]2[CH:20]=[CH:19][N:18]([CH2:35][C:34]3[CH:37]=[CH:38][C:39]([O:40][CH3:41])=[C:32]([F:31])[CH:33]=3)[C:14]2=[N:15][C:16]=1[CH3:17])[C:7]([OH:9])=[O:8])([CH3:4])([CH3:2])[CH3:3]. (4) The product is: [F:20][C:17]([F:18])([F:19])[C:12]([C:3]1[CH:4]=[CH:5][C:6]2[C:11](=[CH:10][CH:9]=[CH:8][CH:7]=2)[C:2]=1[NH:1][C:28](=[O:29])[C:27]1[CH:31]=[CH:32][C:24]([C:23]([F:22])([F:33])[F:34])=[CH:25][CH:26]=1)([OH:21])[C:13]([F:14])([F:15])[F:16]. Given the reactants [NH2:1][C:2]1[C:11]2[C:6](=[CH:7][CH:8]=[CH:9][CH:10]=2)[CH:5]=[CH:4][C:3]=1[C:12]([OH:21])([C:17]([F:20])([F:19])[F:18])[C:13]([F:16])([F:15])[F:14].[F:22][C:23]([F:34])([F:33])[C:24]1[CH:32]=[CH:31][C:27]([C:28](Cl)=[O:29])=[CH:26][CH:25]=1, predict the reaction product.